This data is from Peptide-MHC class I binding affinity with 185,985 pairs from IEDB/IMGT. The task is: Regression. Given a peptide amino acid sequence and an MHC pseudo amino acid sequence, predict their binding affinity value. This is MHC class I binding data. (1) The peptide sequence is KFSNSNIYK. The MHC is HLA-A03:01 with pseudo-sequence HLA-A03:01. The binding affinity (normalized) is 0.481. (2) The peptide sequence is IEDPPFNSL. The MHC is Mamu-A11 with pseudo-sequence Mamu-A11. The binding affinity (normalized) is 0.00771. (3) The binding affinity (normalized) is 0.0942. The peptide sequence is RRSRPSGDL. The MHC is Mamu-A07 with pseudo-sequence Mamu-A07. (4) The peptide sequence is MVGLLSNSPH. The MHC is HLA-A33:01 with pseudo-sequence HLA-A33:01. The binding affinity (normalized) is 0.227. (5) The peptide sequence is GMNPYHLAA. The MHC is HLA-A02:12 with pseudo-sequence HLA-A02:12. The binding affinity (normalized) is 0.474. (6) The peptide sequence is IEELFYSYAT. The MHC is HLA-B44:03 with pseudo-sequence HLA-B44:03. The binding affinity (normalized) is 0.508. (7) The MHC is HLA-B27:05 with pseudo-sequence HLA-B27:05. The binding affinity (normalized) is 0.0847. The peptide sequence is ESTINLLPY. (8) The MHC is HLA-A68:01 with pseudo-sequence HLA-A68:01. The binding affinity (normalized) is 0.366. The peptide sequence is KVNSTLEQY.